Dataset: Forward reaction prediction with 1.9M reactions from USPTO patents (1976-2016). Task: Predict the product of the given reaction. (1) Given the reactants C(=O)([O-])[O-].[Cs+].[Cs+].[F:7][C:8]1[CH:9]=[C:10]2[C:16]([C:17]3[N:18]=[N:19][C:20]4[C:25]([CH3:27])([CH3:26])[C:24](=[O:28])[NH:23][C:21]=4[N:22]=3)=[N:15][N:14]([CH2:29][C:30]3[CH:35]=[CH:34][C:33]([O:36][CH3:37])=[CH:32][CH:31]=3)[C:11]2=[N:12][CH:13]=1.[CH3:38][Si:39]([CH3:46])([CH3:45])[CH2:40][CH2:41][O:42][CH2:43]Cl, predict the reaction product. The product is: [F:7][C:8]1[CH:9]=[C:10]2[C:16]([C:17]3[N:18]=[N:19][C:20]4[C:25]([CH3:26])([CH3:27])[C:24](=[O:28])[N:23]([CH2:43][O:42][CH2:41][CH2:40][Si:39]([CH3:46])([CH3:45])[CH3:38])[C:21]=4[N:22]=3)=[N:15][N:14]([CH2:29][C:30]3[CH:31]=[CH:32][C:33]([O:36][CH3:37])=[CH:34][CH:35]=3)[C:11]2=[N:12][CH:13]=1. (2) The product is: [Cl:27][C:28]1[CH:33]=[CH:32][CH:31]=[CH:30][C:29]=1[C:34]([NH:36][C:37]([NH:20][C:19]1[CH:21]=[CH:22][C:16]([O:15][C:6]2[C:5]3[C:10](=[CH:11][C:12]([O:13][CH3:14])=[C:3]([O:2][CH3:1])[CH:4]=3)[N:9]=[CH:8][CH:7]=2)=[C:17]([F:23])[CH:18]=1)=[S:38])=[O:35]. Given the reactants [CH3:1][O:2][C:3]1[CH:4]=[C:5]2[C:10](=[CH:11][C:12]=1[O:13][CH3:14])[N:9]=[CH:8][CH:7]=[C:6]2[O:15][C:16]1[CH:22]=[CH:21][C:19]([NH2:20])=[CH:18][C:17]=1[F:23].C(O)C.[Cl:27][C:28]1[CH:33]=[CH:32][CH:31]=[CH:30][C:29]=1[C:34]([N:36]=[C:37]=[S:38])=[O:35], predict the reaction product. (3) Given the reactants [CH3:1][NH:2][C:3]([C:5]1[C:6]2[CH2:7][CH2:8][C:9]3([NH:18][C:19]=2[C:20]2[N:25]=[C:24]([CH3:26])[N:23]([CH3:27])[C:21]=2[CH:22]=1)[CH2:17][C:16]1[C:11](=[CH:12][CH:13]=[CH:14][CH:15]=1)[CH2:10]3)=[O:4].[ClH:28], predict the reaction product. The product is: [ClH:28].[CH3:1][NH:2][C:3]([C:5]1[C:6]2[CH2:7][CH2:8][C:9]3([NH:18][C:19]=2[C:20]2[N:25]=[C:24]([CH3:26])[N:23]([CH3:27])[C:21]=2[CH:22]=1)[CH2:17][C:16]1[C:11](=[CH:12][CH:13]=[CH:14][CH:15]=1)[CH2:10]3)=[O:4]. (4) Given the reactants [C@H:1]1([NH:10][C:11]2[CH:20]=[CH:19][C:18]3[C:13](=[CH:14][CH:15]=[C:16]([NH2:21])[CH:17]=3)[N:12]=2)[C:9]2[C:4](=[CH:5][CH:6]=[CH:7][CH:8]=2)[CH2:3][CH2:2]1.[F:22][C:23]([F:34])([F:33])[C:24]1[CH:29]=[CH:28][C:27]([N:30]=[C:31]=[O:32])=[CH:26][CH:25]=1, predict the reaction product. The product is: [C@H:1]1([NH:10][C:11]2[CH:20]=[CH:19][C:18]3[C:13](=[CH:14][CH:15]=[C:16]([NH:21][C:31]([NH:30][C:27]4[CH:26]=[CH:25][C:24]([C:23]([F:22])([F:33])[F:34])=[CH:29][CH:28]=4)=[O:32])[CH:17]=3)[N:12]=2)[C:9]2[C:4](=[CH:5][CH:6]=[CH:7][CH:8]=2)[CH2:3][CH2:2]1.